Dataset: Full USPTO retrosynthesis dataset with 1.9M reactions from patents (1976-2016). Task: Predict the reactants needed to synthesize the given product. (1) Given the product [C:16]([C:5]1[CH:4]=[C:3]([NH2:2])[N:7]([C:8]2[CH:13]=[CH:12][CH:11]=[C:10]([CH2:14][O:15][SiH:29]([C:26]([CH3:28])([CH3:27])[CH3:25])[CH3:30])[CH:9]=2)[N:6]=1)([CH3:19])([CH3:18])[CH3:17], predict the reactants needed to synthesize it. The reactants are: Cl.[NH2:2][C:3]1[N:7]([C:8]2[CH:9]=[C:10]([CH2:14][OH:15])[CH:11]=[CH:12][CH:13]=2)[N:6]=[C:5]([C:16]([CH3:19])([CH3:18])[CH3:17])[CH:4]=1.N1C=CN=C1.[CH3:25][C:26]([Si:29](Cl)(C)[CH3:30])([CH3:28])[CH3:27]. (2) The reactants are: [NH:1]1[C:9]2[C:4](=[CH:5][C:6]([O:10][C:11](=[O:17])[N:12]([CH2:15][CH3:16])[CH2:13][CH3:14])=[CH:7][CH:8]=2)[CH:3]=[CH:2]1.[H-].[Na+].[CH3:20][C:21]([Si:24](Cl)([CH3:26])[CH3:25])([CH3:23])[CH3:22]. Given the product [C:21]([Si:24]([CH3:26])([CH3:25])[N:1]1[C:9]2[C:4](=[CH:5][C:6]([O:10][C:11](=[O:17])[N:12]([CH2:15][CH3:16])[CH2:13][CH3:14])=[CH:7][CH:8]=2)[CH:3]=[CH:2]1)([CH3:23])([CH3:22])[CH3:20], predict the reactants needed to synthesize it. (3) Given the product [CH3:21][C:17]1[CH:16]=[C:15]([CH:20]=[CH:19][CH:18]=1)[CH2:14][CH:10]1[O:11][CH2:12][CH2:13][NH:8][CH2:9]1, predict the reactants needed to synthesize it. The reactants are: C([N:8]1[CH2:13][CH2:12][O:11][CH:10]([CH2:14][C:15]2[CH:20]=[CH:19][CH:18]=[C:17]([CH3:21])[CH:16]=2)[CH2:9]1)C1C=CC=CC=1.C(N1CCO[C@H](CC2C=CC=C(C=CC3C=NC=CC=3)C=2)C1)(OC(C)(C)C)=O.ClC(OC(Cl)C)=O. (4) Given the product [CH:1]1([N:4]2[CH2:9][CH2:8][CH:7]([C:10]3[N:11]=[C:18]([C:17]4[CH:21]=[CH:22][C:23]([O:24][CH3:25])=[C:15]([Cl:14])[CH:16]=4)[O:13][N:12]=3)[CH2:6][CH2:5]2)[CH2:2][CH2:3]1, predict the reactants needed to synthesize it. The reactants are: [CH:1]1([N:4]2[CH2:9][CH2:8][CH:7]([C:10]([NH:12][OH:13])=[NH:11])[CH2:6][CH2:5]2)[CH2:3][CH2:2]1.[Cl:14][C:15]1[CH:16]=[C:17]([CH:21]=[CH:22][C:23]=1[O:24][CH3:25])[C:18](Cl)=O. (5) Given the product [Br:15][C:16]1[CH:23]=[CH:22][C:19]([C:20]2[NH:1][N:2]=[C:3]([C:4]3[CH:5]=[N:6][CH:7]=[CH:8][C:9]=3[C:10]([F:11])([F:12])[F:13])[N:14]=2)=[CH:18][CH:17]=1, predict the reactants needed to synthesize it. The reactants are: [NH2:1][NH:2][C:3](=[NH:14])[C:4]1[C:9]([C:10]([F:13])([F:12])[F:11])=[CH:8][CH:7]=[N:6][CH:5]=1.[Br:15][C:16]1[CH:23]=[CH:22][C:19]([CH:20]=O)=[CH:18][CH:17]=1. (6) Given the product [CH3:30][CH:14]1[CH2:15][CH2:16][CH:17]([C@H:18]2[CH2:19][CH2:20][C@H:21]([CH2:24][CH2:25][CH2:26][CH2:27][CH3:28])[CH2:22][CH2:23]2)[O:31][C:13]1=[O:12], predict the reactants needed to synthesize it. The reactants are: FC(F)(F)C(O)=O.C([O:12][C:13](=[O:31])[CH:14]([CH3:30])[CH2:15][CH2:16][CH:17](O)[C@H:18]1[CH2:23][CH2:22][C@H:21]([CH2:24][CH2:25][CH2:26][CH2:27][CH3:28])[CH2:20][CH2:19]1)(C)(C)C. (7) Given the product [CH3:18][C:14]1([CH3:19])[CH2:15][CH2:16][CH2:17][N:12]([CH2:11][CH2:10][CH2:9][O:8][C:5]2[CH:6]=[CH:7][C:2]([C:35]3([OH:38])[CH2:34][CH2:33][N:32]([C:25]([O:27][C:28]([CH3:30])([CH3:29])[CH3:31])=[O:26])[CH2:37][CH2:36]3)=[CH:3][CH:4]=2)[CH2:13]1, predict the reactants needed to synthesize it. The reactants are: I[C:2]1[CH:7]=[CH:6][C:5]([O:8][CH2:9][CH2:10][CH2:11][N:12]2[CH2:17][CH2:16][CH2:15][C:14]([CH3:19])([CH3:18])[CH2:13]2)=[CH:4][CH:3]=1.[Li]CCCC.[C:25]([N:32]1[CH2:37][CH2:36][C:35](=[O:38])[CH2:34][CH2:33]1)([O:27][C:28]([CH3:31])([CH3:30])[CH3:29])=[O:26].